From a dataset of Reaction yield outcomes from USPTO patents with 853,638 reactions. Predict the reaction yield, written as a fraction of the theoretical maximum amount of product (1.0 means a 100% yield; for example, 0.34 means a 34% yield). (1) The reactants are Br[C:2]1[C:3]([O:17][CH3:18])=[C:4]([C:9]2[C:14]([Cl:15])=[CH:13][CH:12]=[CH:11][C:10]=2[Cl:16])[CH:5]=[C:6]([F:8])[CH:7]=1.C([Mg]Cl)(C)C.[CH:24](N1CCCCC1)=[O:25]. The catalyst is O1CCCC1. The product is [Cl:16][C:10]1[CH:11]=[CH:12][CH:13]=[C:14]([Cl:15])[C:9]=1[C:4]1[CH:5]=[C:6]([F:8])[CH:7]=[C:2]([CH:24]=[O:25])[C:3]=1[O:17][CH3:18]. The yield is 0.990. (2) The reactants are [CH2:1]([C:3]1[CH:4]=[C:5]([CH:9]=[CH2:10])[CH:6]=[CH:7][CH:8]=1)[CH3:2].B#B.[Br:13]Br.C[O-].[Na+]. The catalyst is O1CCCC1.CO. The product is [Br:13][CH2:10][CH2:9][C:5]1[CH:6]=[CH:7][CH:8]=[C:3]([CH2:1][CH3:2])[CH:4]=1. The yield is 0.280. (3) The reactants are [Br-].[CH2:2]([P+](C1C=CC=CC=1)(C1C=CC=CC=1)C1C=CC=CC=1)[C:3]1[CH:8]=[CH:7][CH:6]=[CH:5][CH:4]=1.CC(C)([O-])C.[K+].[C:34]([O:38][C:39]([N:41]1[CH2:46][CH2:45][C:44](=O)[CH2:43][CH:42]1[CH3:48])=[O:40])([CH3:37])([CH3:36])[CH3:35]. The catalyst is C1COCC1. The product is [CH:2](=[C:44]1[CH2:45][CH2:46][N:41]([C:39]([O:38][C:34]([CH3:37])([CH3:36])[CH3:35])=[O:40])[CH:42]([CH3:48])[CH2:43]1)[C:3]1[CH:4]=[CH:5][CH:6]=[CH:7][CH:8]=1. The yield is 0.590. (4) The reactants are [Cl:1][C:2]1[N:7]=[CH:6][C:5]2[S:8][C:9]3[CH:14]=[CH:13][C:12](Br)=[CH:11][C:10]=3[C:4]=2[CH:3]=1.[CH:16]1[C:33]2[C:32]3[C:27](=[CH:28][CH:29]=[CH:30][CH:31]=3)[C:26]3[C:21](=[CH:22][CH:23]=[CH:24][CH:25]=3)[C:20]=2[CH:19]=[CH:18][C:17]=1B(O)O.[O-]P([O-])([O-])=O.[K+].[K+].[K+].C1(C)C=CC=CC=1. The catalyst is C1C=CC(/C=C/C(/C=C/C2C=CC=CC=2)=O)=CC=1.C1C=CC(/C=C/C(/C=C/C2C=CC=CC=2)=O)=CC=1.C1C=CC(/C=C/C(/C=C/C2C=CC=CC=2)=O)=CC=1.[Pd].[Pd].C1(P(C2CCCCC2)C2C=CC=CC=2C2C(OC)=CC=CC=2OC)CCCCC1.O. The product is [Cl:1][C:2]1[N:7]=[CH:6][C:5]2[S:8][C:9]3[CH:14]=[CH:13][C:12]([C:29]4[CH:30]=[CH:31][C:32]5[C:33]6[C:20](=[CH:19][CH:18]=[CH:17][CH:16]=6)[C:21]6[C:26](=[CH:25][CH:24]=[CH:23][CH:22]=6)[C:27]=5[CH:28]=4)=[CH:11][C:10]=3[C:4]=2[CH:3]=1. The yield is 0.700.